This data is from Experimentally validated miRNA-target interactions with 360,000+ pairs, plus equal number of negative samples. The task is: Binary Classification. Given a miRNA mature sequence and a target amino acid sequence, predict their likelihood of interaction. The miRNA is hsa-miR-132-3p with sequence UAACAGUCUACAGCCAUGGUCG. The protein sequence of the target gene is MADGGSERADGRIVKMEVDYSATVDQRLPECAKLAKEGRLQEVIETLLSLEKQTRTASDMVSTSRILVAVVKMCYEAKEWDLLNENIMLLSKRRSQLKQAVAKMVQQCCTYVEEITDLPIKLRLIDTLRMVTEGKIYVEIERARLTKTLATIKEQNGDVKEAASILQELQVETYGSMEKKERVEFILEQMRLCLAVKDYIRTQIISKKINTKFFQEENTEKLKLKYYNLMIQLDQHEGSYLSICKHYRAIYDTPCIQAESEKWQQALKSVVLYVILAPFDNEQSDLVHRISGDKKLEEIP.... Result: 1 (interaction).